Dataset: Peptide-MHC class I binding affinity with 185,985 pairs from IEDB/IMGT. Task: Regression. Given a peptide amino acid sequence and an MHC pseudo amino acid sequence, predict their binding affinity value. This is MHC class I binding data. (1) The peptide sequence is YVPTEFWGF. The MHC is HLA-B08:01 with pseudo-sequence HLA-B08:01. The binding affinity (normalized) is 0.0847. (2) The peptide sequence is FTVIALFLA. The MHC is HLA-A02:06 with pseudo-sequence HLA-A02:06. The binding affinity (normalized) is 0.894. (3) The peptide sequence is DLIAMENLK. The MHC is HLA-A33:01 with pseudo-sequence HLA-A33:01. The binding affinity (normalized) is 0.411. (4) The peptide sequence is MFGGVSWMVR. The MHC is HLA-A33:01 with pseudo-sequence HLA-A33:01. The binding affinity (normalized) is 0.859. (5) The peptide sequence is IRKPKHLYV. The MHC is HLA-A02:16 with pseudo-sequence HLA-A02:16. The binding affinity (normalized) is 0.0847.